This data is from NCI-60 drug combinations with 297,098 pairs across 59 cell lines. The task is: Regression. Given two drug SMILES strings and cell line genomic features, predict the synergy score measuring deviation from expected non-interaction effect. (1) Drug 1: CN(CCCl)CCCl.Cl. Drug 2: B(C(CC(C)C)NC(=O)C(CC1=CC=CC=C1)NC(=O)C2=NC=CN=C2)(O)O. Cell line: DU-145. Synergy scores: CSS=46.8, Synergy_ZIP=-4.65, Synergy_Bliss=0.461, Synergy_Loewe=-12.7, Synergy_HSA=0.853. (2) Drug 1: CC1=C(C=C(C=C1)NC2=NC=CC(=N2)N(C)C3=CC4=NN(C(=C4C=C3)C)C)S(=O)(=O)N.Cl. Drug 2: C1CC(=O)NC(=O)C1N2C(=O)C3=CC=CC=C3C2=O. Cell line: SK-MEL-28. Synergy scores: CSS=2.94, Synergy_ZIP=1.83, Synergy_Bliss=4.95, Synergy_Loewe=2.33, Synergy_HSA=2.03. (3) Drug 1: CN1CCC(CC1)COC2=C(C=C3C(=C2)N=CN=C3NC4=C(C=C(C=C4)Br)F)OC. Drug 2: CC1=C(C(CCC1)(C)C)C=CC(=CC=CC(=CC(=O)O)C)C. Cell line: 786-0. Synergy scores: CSS=-0.835, Synergy_ZIP=-1.52, Synergy_Bliss=-2.50, Synergy_Loewe=-7.34, Synergy_HSA=-3.73.